Dataset: Catalyst prediction with 721,799 reactions and 888 catalyst types from USPTO. Task: Predict which catalyst facilitates the given reaction. (1) Reactant: [CH2:1]([O:3][CH:4]([O:16][CH2:17][CH3:18])[C:5]1[CH:14]=[C:13]([OH:15])[CH:12]=[CH:11][C:6]=1[C:7]([O:9][CH3:10])=[O:8])[CH3:2].Br[CH2:20][C:21]([O:23][CH2:24][C:25]1[CH:30]=[CH:29][CH:28]=[CH:27][CH:26]=1)=[O:22].C(=O)([O-])[O-].[K+].[K+]. Product: [CH2:24]([O:23][C:21](=[O:22])[CH2:20][O:15][C:13]1[CH:12]=[CH:11][C:6]([C:7]([O:9][CH3:10])=[O:8])=[C:5]([CH:4]([O:3][CH2:1][CH3:2])[O:16][CH2:17][CH3:18])[CH:14]=1)[C:25]1[CH:30]=[CH:29][CH:28]=[CH:27][CH:26]=1. The catalyst class is: 21. (2) Reactant: [NH:1]1[CH2:5][CH:4]=[CH:3][CH2:2]1.[OH-].[Na+].[C:8](O[C:8]([O:10][C:11]([CH3:14])([CH3:13])[CH3:12])=[O:9])([O:10][C:11]([CH3:14])([CH3:13])[CH3:12])=[O:9]. Product: [C:11]([O:10][C:8]([N:1]1[CH2:5][CH:4]=[CH:3][CH2:2]1)=[O:9])([CH3:14])([CH3:13])[CH3:12]. The catalyst class is: 38. (3) Reactant: [NH2:1][C:2]1[CH:7]=[C:6]([CH3:8])[N:5]=[C:4]([CH3:9])[N:3]=1.[H-].[Na+].Cl[C:13]1[S:14][C:15]([C:18]#[N:19])=[CH:16][N:17]=1.Cl. Product: [CH3:9][C:4]1[N:3]=[C:2]([NH:1][C:13]2[S:14][C:15]([C:18]#[N:19])=[CH:16][N:17]=2)[CH:7]=[C:6]([CH3:8])[N:5]=1. The catalyst class is: 3.